Dataset: Reaction yield outcomes from USPTO patents with 853,638 reactions. Task: Predict the reaction yield, written as a fraction of the theoretical maximum amount of product (1.0 means a 100% yield; for example, 0.34 means a 34% yield). (1) The reactants are Cl[C:2]1[N:7]=[C:6]([NH:8][C:9]2[CH:14]=[CH:13][C:12]3[O:15][CH2:16][CH2:17][O:18][C:11]=3[CH:10]=2)[C:5]([F:19])=[CH:4][N:3]=1.C(N(CC)C(C)C)(C)C.[CH2:29]([O:35][C:36]1[CH:42]=[CH:41][C:39]([NH2:40])=[CH:38][CH:37]=1)[CH2:30][CH2:31][CH2:32][CH2:33][CH3:34]. The catalyst is C(O)CO. The product is [CH2:17]1[CH2:16][O:15][C:12]2[CH:13]=[CH:14][C:9]([NH:8][C:6]3[C:5]([F:19])=[CH:4][N:3]=[C:2]([NH:40][C:39]4[CH:38]=[CH:37][C:36]([O:35][CH2:29][CH2:30][CH2:31][CH2:32][CH2:33][CH3:34])=[CH:42][CH:41]=4)[N:7]=3)=[CH:10][C:11]=2[O:18]1. The yield is 0.230. (2) The reactants are Cl.O1CCOCC1.C(OC([NH:15][C:16]1[CH:17]=[N:18][CH:19]=[CH:20][C:21]=1[C@@H:22]1[CH2:27][C@H:26]([NH:28][C:29](=[O:35])[O:30][C:31]([CH3:34])([CH3:33])[CH3:32])[C@H:25]([N:36]=[N+:37]=[N-:38])[C@H:24]([CH3:39])[CH2:23]1)=O)(C)(C)C.CC(OC(OC(OC(C)(C)C)=O)=O)(C)C. The catalyst is C(Cl)Cl. The product is [NH2:15][C:16]1[CH:17]=[N:18][CH:19]=[CH:20][C:21]=1[C@@H:22]1[CH2:27][C@H:26]([NH:28][C:29](=[O:35])[O:30][C:31]([CH3:34])([CH3:33])[CH3:32])[C@H:25]([N:36]=[N+:37]=[N-:38])[C@H:24]([CH3:39])[CH2:23]1. The yield is 0.980.